This data is from Full USPTO retrosynthesis dataset with 1.9M reactions from patents (1976-2016). The task is: Predict the reactants needed to synthesize the given product. (1) Given the product [Br:1][C:2]1[CH:3]=[N:4][C:5]2[N:6]([N:8]=[C:9]([C:11]([N:20]3[CH2:19][CH2:18][N:17]4[CH:21]=[CH:22][CH:23]=[C:16]4[CH:15]3[CH3:14])=[O:13])[CH:10]=2)[CH:7]=1, predict the reactants needed to synthesize it. The reactants are: [Br:1][C:2]1[CH:3]=[N:4][C:5]2[N:6]([N:8]=[C:9]([C:11]([OH:13])=O)[CH:10]=2)[CH:7]=1.[CH3:14][CH:15]1[NH:20][CH2:19][CH2:18][N:17]2[CH:21]=[CH:22][CH:23]=[C:16]12. (2) Given the product [Br:7][C:8]1[CH:9]=[C:10]([NH:14][C:15]([NH:4][CH2:3][C:2]([F:6])([F:5])[F:1])=[O:16])[CH:11]=[CH:12][CH:13]=1, predict the reactants needed to synthesize it. The reactants are: [F:1][C:2]([F:6])([F:5])[CH2:3][NH2:4].[Br:7][C:8]1[CH:9]=[C:10]([N:14]=[C:15]=[O:16])[CH:11]=[CH:12][CH:13]=1. (3) Given the product [Cl:13][C:14]1[N:15]=[N:16][CH:17]=[C:18]([N:4]2[CH:5]=[CH:6][C:2]([I:1])=[N:3]2)[CH:19]=1, predict the reactants needed to synthesize it. The reactants are: [I:1][C:2]1[CH:6]=[CH:5][NH:4][N:3]=1.CC([O-])(C)C.[K+].[Cl:13][C:14]1[N:15]=[N:16][CH:17]=[C:18](Cl)[CH:19]=1. (4) The reactants are: [CH2:1]([N:8]([S:29]([CH3:32])(=[O:31])=[O:30])[C:9]1[CH:10]=[C:11]([CH:25]=[C:26]([Cl:28])[CH:27]=1)[C:12]([NH:14][CH2:15][C:16]1[CH:21]=[CH:20][C:19]([C:22]#[N:23])=[CH:18][C:17]=1[OH:24])=[O:13])[C:2]1[CH:7]=[CH:6][CH:5]=[CH:4][CH:3]=1.[C:33](=O)([O-])[O-].[Cs+].[Cs+].Br[CH2:40][C:41]([O:43][CH3:44])=[O:42]. Given the product [CH2:44]([O:43][C:41](=[O:42])[CH2:40][O:24][C:17]1[CH:18]=[C:19]([C:22]#[N:23])[CH:20]=[CH:21][C:16]=1[CH2:15][NH:14][C:12](=[O:13])[C:11]1[CH:25]=[C:26]([Cl:28])[CH:27]=[C:9]([N:8]([CH2:1][C:2]2[CH:3]=[CH:4][CH:5]=[CH:6][CH:7]=2)[S:29]([CH3:32])(=[O:30])=[O:31])[CH:10]=1)[CH3:33], predict the reactants needed to synthesize it. (5) Given the product [CH3:15][N:14]([CH3:16])[CH2:13][CH2:12][N:9]1[C:10]2[C:5](=[CH:4][CH:3]=[C:2]([NH:1][C:23]([C:20]3[CH:21]=[CH:22][C:17]([C:26]4[CH:27]=[CH:28][CH:29]=[CH:30][CH:31]=4)=[CH:18][CH:19]=3)=[O:24])[CH:11]=2)[CH2:6][CH2:7][CH2:8]1, predict the reactants needed to synthesize it. The reactants are: [NH2:1][C:2]1[CH:11]=[C:10]2[C:5]([CH2:6][CH2:7][CH2:8][N:9]2[CH2:12][CH2:13][N:14]([CH3:16])[CH3:15])=[CH:4][CH:3]=1.[C:17]1([C:26]2[CH:31]=[CH:30][CH:29]=[CH:28][CH:27]=2)[CH:22]=[CH:21][C:20]([C:23](O)=[O:24])=[CH:19][CH:18]=1.Cl.CN(C)CCCN=C=NCC. (6) Given the product [Cl:18][C:10]1[C:9]2[CH2:13][CH2:14][CH2:15][C:8]=2[N:7]=[C:6]([CH:1]2[CH2:5][CH2:4][CH2:3][CH2:2]2)[N:11]=1, predict the reactants needed to synthesize it. The reactants are: [CH:1]1([C:6]2[N:11]=[C:10](O)[C:9]3[CH2:13][CH2:14][CH2:15][C:8]=3[N:7]=2)[CH2:5][CH2:4][CH2:3][CH2:2]1.P(Cl)(Cl)([Cl:18])=O. (7) Given the product [CH2:6]([O:5][P:4]([CH2:9][C:10]1[CH:15]=[CH:14][CH:13]=[CH:12][C:11]=1[NH2:16])(=[O:8])[O:3][CH2:1][CH3:2])[CH3:7], predict the reactants needed to synthesize it. The reactants are: [CH2:1]([O:3][P:4]([CH2:9][C:10]1[CH:15]=[CH:14][CH:13]=[CH:12][C:11]=1[N+:16]([O-])=O)(=[O:8])[O:5][CH2:6][CH3:7])[CH3:2].